Dataset: Forward reaction prediction with 1.9M reactions from USPTO patents (1976-2016). Task: Predict the product of the given reaction. Given the reactants [CH3:1][C:2]1[CH:3]=[C:4]([NH:7]C(=O)OC(C)(C)C)[S:5][CH:6]=1.[C:15]([OH:21])([C:17]([F:20])([F:19])[F:18])=[O:16], predict the reaction product. The product is: [CH3:1][C:2]1[CH:3]=[C:4]([NH2:7])[S:5][CH:6]=1.[F:18][C:17]([F:20])([F:19])[C:15]([OH:21])=[O:16].